Dataset: Forward reaction prediction with 1.9M reactions from USPTO patents (1976-2016). Task: Predict the product of the given reaction. (1) Given the reactants O.[NH2:2][NH2:3].N[O:5][C:6](=O)[CH2:7][N:8]1[CH2:12][CH:11]([CH2:13][CH2:14][CH3:15])[CH2:10][C:9]1=[O:16], predict the reaction product. The product is: [O:16]=[C:9]1[CH2:10][CH:11]([CH2:13][CH2:14][CH3:15])[CH2:12][N:8]1[CH2:7][C:6]([NH:2][NH2:3])=[O:5]. (2) Given the reactants C(N(CC)C(C)C)(C)C.[O:10]([C:17]1[CH:25]=[CH:24][C:20]([C:21]([OH:23])=O)=[CH:19][CH:18]=1)[C:11]1[CH:16]=[CH:15][CH:14]=[CH:13][CH:12]=1.[C@]12(CS(O)(=O)=O)C(C)(C)C(CC1)CC2=O.[NH:41]1[CH2:45][CH2:44][C:43]2([C:49]3[CH:50]=[CH:51][CH:52]=[CH:53][C:48]=3[C:47](=[O:54])[O:46]2)[CH2:42]1.F[P-](F)(F)(F)(F)F.N1(O[P+](N(C)C)(N(C)C)N(C)C)C2C=CC=CC=2N=N1, predict the reaction product. The product is: [O:10]([C:17]1[CH:18]=[CH:19][C:20]([C:21]([N:41]2[CH2:45][CH2:44][C@@:43]3([C:49]4[CH:50]=[CH:51][CH:52]=[CH:53][C:48]=4[C:47](=[O:54])[O:46]3)[CH2:42]2)=[O:23])=[CH:24][CH:25]=1)[C:11]1[CH:12]=[CH:13][CH:14]=[CH:15][CH:16]=1. (3) Given the reactants CCOCC.Cl[C:7]1[N:12]=[CH:11][C:10]([C:13]([F:16])([F:15])[F:14])=[C:9]([Cl:17])[N:8]=1.[NH2:18][C:19]1[CH:33]=[CH:32][C:22]([CH2:23][P:24](=[O:31])([O:28][CH2:29][CH3:30])[O:25][CH2:26][CH3:27])=[CH:21][C:20]=1[Br:34].C(N(C(C)C)CC)(C)C, predict the reaction product. The product is: [Br:34][C:20]1[CH:21]=[C:22]([CH:32]=[CH:33][C:19]=1[NH:18][C:7]1[N:8]=[C:9]([Cl:17])[C:10]([C:13]([F:16])([F:15])[F:14])=[CH:11][N:12]=1)[CH2:23][P:24](=[O:31])([O:28][CH2:29][CH3:30])[O:25][CH2:26][CH3:27]. (4) Given the reactants [CH2:1]([O:8][C:9]1[CH:10]=[C:11]([CH:31]=[CH:32][CH:33]=1)[CH2:12][C@H:13]([CH:28]([CH3:30])[CH3:29])[CH2:14][C@H:15]([NH:20][C:21](=[O:27])[O:22][C:23]([CH3:26])([CH3:25])[CH3:24])[C@@H:16]([OH:19])[CH2:17][NH2:18])[C:2]1[CH:7]=[CH:6][CH:5]=[CH:4][CH:3]=1.[CH3:34][C:35]([CH3:43])([CH2:39][CH2:40][CH2:41][CH3:42])[C:36](O)=[O:37].C(N(C(C)C)CC)(C)C.C1C=CC2N(O)N=NC=2C=1.CCN=C=NCCCN(C)C.Cl, predict the reaction product. The product is: [CH2:1]([O:8][C:9]1[CH:10]=[C:11]([CH:31]=[CH:32][CH:33]=1)[CH2:12][C@H:13]([CH:28]([CH3:29])[CH3:30])[CH2:14][C@H:15]([NH:20][C:21]([O:22][C:23]([CH3:26])([CH3:25])[CH3:24])=[O:27])[C@@H:16]([OH:19])[CH2:17][NH:18][C:36](=[O:37])[C:35]([CH3:43])([CH3:34])[CH2:39][CH2:40][CH2:41][CH3:42])[C:2]1[CH:3]=[CH:4][CH:5]=[CH:6][CH:7]=1. (5) Given the reactants C(OC([N:8]1[CH2:17][CH2:16][C:15]2[CH:14]=[C:13]3[O:18][CH2:19][O:20][C:12]3=[CH:11][C:10]=2[CH:9]1[CH2:21][C:22]1[CH:27]=[CH:26][C:25]([C:28]2[CH:29]=[N:30][CH:31]=[CH:32][C:33]=2[Cl:34])=[CH:24][CH:23]=1)=O)(C)(C)C.FC(F)(F)C(O)=O, predict the reaction product. The product is: [ClH:34].[ClH:34].[Cl:34][C:33]1[CH:32]=[CH:31][N:30]=[CH:29][C:28]=1[C:25]1[CH:26]=[CH:27][C:22]([CH2:21][CH:9]2[C:10]3[CH:11]=[C:12]4[O:20][CH2:19][O:18][C:13]4=[CH:14][C:15]=3[CH2:16][CH2:17][NH:8]2)=[CH:23][CH:24]=1. (6) The product is: [O:13]1[C:8]2[CH:9]=[CH:10][CH:11]=[CH:12][C:7]=2[N:6]=[C:4]1[CH2:3][C:1]#[N:2]. Given the reactants [C:1]([CH2:3][C:4]([NH:6][C:7]1[CH:12]=[CH:11][CH:10]=[CH:9][C:8]=1[OH:13])=O)#[N:2].CC1C=CC(S(O)(=O)=O)=CC=1, predict the reaction product.